Dataset: Forward reaction prediction with 1.9M reactions from USPTO patents (1976-2016). Task: Predict the product of the given reaction. (1) Given the reactants [Br:1][C:2]1[CH:7]=[C:6]([CH3:8])[C:5]([C:9]2[C:10](=[O:24])[CH:11]([CH:16]([CH:18]3[CH2:23][CH2:22][CH2:21][CH2:20][CH2:19]3)O)[CH2:12][C:13]=2[O:14]C)=[C:4]([CH3:25])[CH:3]=1, predict the reaction product. The product is: [Br:1][C:2]1[CH:3]=[C:4]([CH3:25])[C:5]([CH:9]2[C:10](=[O:24])/[C:11](=[CH:16]/[CH:18]3[CH2:19][CH2:20][CH2:21][CH2:22][CH2:23]3)/[CH2:12][C:13]2=[O:14])=[C:6]([CH3:8])[CH:7]=1. (2) Given the reactants C(OC([O:8][C@@:9]12[CH2:23][C@@H:22]([C:24]([O:26][C@@H:27]3[C@:36]4([OH:37])[C@@H:31]([C@H:32]([C@@H:39]([CH3:57])[CH2:40][N:41]5[CH2:46][CH2:45][N:44]([C:47]6[CH:52]=[CH:51][C:50]([C:53]([F:56])([F:55])[F:54])=[CH:49][N:48]=6)[CH2:43][CH2:42]5)[CH2:33][CH2:34][C@H:35]4[CH3:38])[CH:30]=[C:29]([CH3:58])[C@H:28]3[O:59][C:60](=[O:62])[CH3:61])=[O:25])[N:21](C(OC(C)(C)C)=O)[C@@H:10]1[O:11][N:12]([CH3:20])[C:13]1[C:18]([Cl:19])=[CH:17][CH:16]=[CH:15][C:14]=12)=O)(C)(C)C.Cl.[C:71](=[O:74])(O)[O-:72].[Na+], predict the reaction product. The product is: [OH:72][C:71]([C:53]([F:56])([F:55])[F:54])=[O:74].[Cl:19][C:18]1[C:13]2[N:12]([CH3:20])[O:11][C@H:10]3[NH:21][C@H:22]([C:24]([O:26][C@@H:27]4[C@:36]5([OH:37])[C@@H:31]([C@H:32]([C@@H:39]([CH3:57])[CH2:40][N:41]6[CH2:42][CH2:43][N:44]([C:47]7[CH:52]=[CH:51][C:50]([C:53]([F:55])([F:54])[F:56])=[CH:49][N:48]=7)[CH2:45][CH2:46]6)[CH2:33][CH2:34][C@H:35]5[CH3:38])[CH:30]=[C:29]([CH3:58])[C@H:28]4[O:59][C:60](=[O:62])[CH3:61])=[O:25])[CH2:23][C@@:9]3([OH:8])[C:14]=2[CH:15]=[CH:16][CH:17]=1. (3) Given the reactants [C:1]([O:5][N:6]=[C:7]1[C:16]2[C:11](=[CH:12][CH:13]=[C:14]([CH:17]=O)[CH:15]=2)[O:10][C:9]([C:19]2[N:24]=[CH:23][N:22]3[CH:25]=[CH:26][CH:27]=[C:21]3[CH:20]=2)=[CH:8]1)([CH3:4])([CH3:3])[CH3:2].[F:28][C:29]1[CH:36]=[CH:35][C:32]([CH2:33][NH2:34])=[CH:31][CH:30]=1.C(O[BH-](OC(=O)C)OC(=O)C)(=O)C.[Na+], predict the reaction product. The product is: [C:1]([O:5][N:6]=[C:7]1[C:16]2[C:11](=[CH:12][CH:13]=[C:14]([CH2:17][NH:34][CH2:33][C:32]3[CH:35]=[CH:36][C:29]([F:28])=[CH:30][CH:31]=3)[CH:15]=2)[O:10][C:9]([C:19]2[N:24]=[CH:23][N:22]3[CH:25]=[CH:26][CH:27]=[C:21]3[CH:20]=2)=[CH:8]1)([CH3:2])([CH3:4])[CH3:3]. (4) Given the reactants [C:1]1([N:7]2[C:19]3[CH:18]=[CH:17][C:16](B(O)O)=[CH:15][C:14]=3[C:13]3[C:8]2=[CH:9][CH:10]=[CH:11][CH:12]=3)[CH:6]=[CH:5][CH:4]=[CH:3][CH:2]=1.Br[C:24]1[C:29]2[O:30][C:31]3[C:36]([Br:37])=[CH:35][CH:34]=[CH:33][C:32]=3[C:28]=2[CH:27]=[CH:26][CH:25]=1.C([O-])([O-])=O.[Na+].[Na+], predict the reaction product. The product is: [Br:37][C:36]1[C:31]2[O:30][C:29]3[C:24]([C:16]4[CH:17]=[CH:18][C:19]5[N:7]([C:1]6[CH:6]=[CH:5][CH:4]=[CH:3][CH:2]=6)[C:8]6[C:13]([C:14]=5[CH:15]=4)=[CH:12][CH:11]=[CH:10][CH:9]=6)=[CH:25][CH:26]=[CH:27][C:28]=3[C:32]=2[CH:33]=[CH:34][CH:35]=1. (5) Given the reactants [CH3:1][NH:2][C:3]1[CH:4]=[N:5][CH:6]=[CH:7][C:8]=1[C:9]1[CH:14]=[CH:13][CH:12]=[CH:11][C:10]=1[CH3:15].[CH3:16][S:17]([C:20]1[CH:21]=[C:22]([CH:26]=[C:27]([C:29]([F:32])([F:31])[F:30])[N:28]=1)[C:23]([OH:25])=O)(=[O:19])=[O:18], predict the reaction product. The product is: [CH3:16][S:17]([C:20]1[CH:21]=[C:22]([CH:26]=[C:27]([C:29]([F:32])([F:31])[F:30])[N:28]=1)[C:23]([N:2]([CH3:1])[C:3]1[CH:4]=[N:5][CH:6]=[CH:7][C:8]=1[C:9]1[CH:14]=[CH:13][CH:12]=[CH:11][C:10]=1[CH3:15])=[O:25])(=[O:18])=[O:19]. (6) Given the reactants [NH2:1][C:2]1[C:3]([C:8]([OH:10])=O)=[N:4][CH:5]=[CH:6][CH:7]=1.[O:11]1[CH2:16][CH2:15][CH:14]([CH2:17][NH2:18])[CH2:13][CH2:12]1, predict the reaction product. The product is: [NH2:1][C:2]1[C:3]([C:8]([NH:18][CH2:17][CH:14]2[CH2:15][CH2:16][O:11][CH2:12][CH2:13]2)=[O:10])=[N:4][CH:5]=[CH:6][CH:7]=1. (7) Given the reactants [Cl:1][C:2]1[CH:7]=[CH:6][C:5]([C@H:8]2[N:15]3[C:11]([S:12][C:13]([C:19](O)=[O:20])=[C:14]3[CH:16]([CH3:18])[CH3:17])=[N:10][C@:9]2([C:23]2[CH:28]=[CH:27][C:26]([Cl:29])=[CH:25][CH:24]=2)[CH3:22])=[CH:4][CH:3]=1.[CH:30]([NH:33][CH2:34][C:35]([O:37][C:38]([CH3:41])([CH3:40])[CH3:39])=[O:36])([CH3:32])[CH3:31], predict the reaction product. The product is: [Cl:1][C:2]1[CH:7]=[CH:6][C:5]([C@H:8]2[N:15]3[C:11]([S:12][C:13]([C:19]([N:33]([CH:30]([CH3:32])[CH3:31])[CH2:34][C:35]([O:37][C:38]([CH3:40])([CH3:39])[CH3:41])=[O:36])=[O:20])=[C:14]3[CH:16]([CH3:17])[CH3:18])=[N:10][C@:9]2([C:23]2[CH:28]=[CH:27][C:26]([Cl:29])=[CH:25][CH:24]=2)[CH3:22])=[CH:4][CH:3]=1. (8) Given the reactants [H-].[Na+].[C:3]([C:5]1([CH2:18][OH:19])[CH2:10][CH2:9][N:8]([C:11]([O:13][C:14]([CH3:17])([CH3:16])[CH3:15])=[O:12])[CH2:7][CH2:6]1)#[N:4].[S:20](Cl)([C:23]1[CH:29]=[CH:28][C:26]([CH3:27])=[CH:25][CH:24]=1)(=[O:22])=[O:21], predict the reaction product. The product is: [C:3]([C:5]1([CH2:18][O:19][S:20]([C:23]2[CH:29]=[CH:28][C:26]([CH3:27])=[CH:25][CH:24]=2)(=[O:22])=[O:21])[CH2:10][CH2:9][N:8]([C:11]([O:13][C:14]([CH3:15])([CH3:16])[CH3:17])=[O:12])[CH2:7][CH2:6]1)#[N:4]. (9) Given the reactants [C:1]1([P:7]([C:12]2[CH:17]=[CH:16][CH:15]=[CH:14][CH:13]=2)[CH2:8][CH2:9][CH2:10][NH2:11])[CH:6]=[CH:5][CH:4]=[CH:3][CH:2]=1.[CH:18](=O)[C:19]1[CH:24]=[CH:23][CH:22]=[CH:21][CH:20]=1, predict the reaction product. The product is: [CH:18](=[N:11][CH2:10][CH2:9][CH2:8][P:7]([C:12]1[CH:17]=[CH:16][CH:15]=[CH:14][CH:13]=1)[C:1]1[CH:2]=[CH:3][CH:4]=[CH:5][CH:6]=1)[C:19]1[CH:24]=[CH:23][CH:22]=[CH:21][CH:20]=1.